From a dataset of Aqueous solubility values for 9,982 compounds from the AqSolDB database. Regression/Classification. Given a drug SMILES string, predict its absorption, distribution, metabolism, or excretion properties. Task type varies by dataset: regression for continuous measurements (e.g., permeability, clearance, half-life) or binary classification for categorical outcomes (e.g., BBB penetration, CYP inhibition). For this dataset (solubility_aqsoldb), we predict Y. The drug is CCCCCO[N+](=O)[O-]. The Y is -2.57 log mol/L.